From a dataset of Full USPTO retrosynthesis dataset with 1.9M reactions from patents (1976-2016). Predict the reactants needed to synthesize the given product. (1) Given the product [Br:1][C:2]1[CH:3]=[C:4]([N:8]2[C:17]3[C:12](=[CH:13][CH:14]=[CH:15][N:16]=3)[C:11](=[O:18])[C:10]([C:19]([OH:21])=[O:20])=[CH:9]2)[CH:5]=[CH:6][CH:7]=1, predict the reactants needed to synthesize it. The reactants are: [Br:1][C:2]1[CH:3]=[C:4]([N:8]2[C:17]3[C:12](=[CH:13][CH:14]=[CH:15][N:16]=3)[C:11](=[O:18])[C:10]([C:19]([O:21]CC)=[O:20])=[CH:9]2)[CH:5]=[CH:6][CH:7]=1.[OH-].[Na+].Cl. (2) Given the product [Cl:1][C:2]([F:13])([F:12])[CH2:3][C@@H:4]1[CH2:8][N:7]([CH2:9][Cl:16])[C:6](=[O:11])[CH2:5]1, predict the reactants needed to synthesize it. The reactants are: [Cl:1][C:2]([F:13])([F:12])[CH2:3][C@@H:4]1[CH2:8][N:7]([CH2:9]O)[C:6](=[O:11])[CH2:5]1.S(Cl)([Cl:16])=O.